From a dataset of Full USPTO retrosynthesis dataset with 1.9M reactions from patents (1976-2016). Predict the reactants needed to synthesize the given product. (1) The reactants are: [Br:1][C:2]1[CH:7]=[C:6]([F:8])[C:5]([CH2:9]Br)=[CH:4][C:3]=1[Cl:11].C[N+]1([O-])CC[O:16]CC1. Given the product [Br:1][C:2]1[C:3]([Cl:11])=[CH:4][C:5]([CH:9]=[O:16])=[C:6]([F:8])[CH:7]=1, predict the reactants needed to synthesize it. (2) Given the product [NH2:1][C:2]1[N:7]2[CH:8]=[C:9]([Cl:11])[N:10]=[C:6]2[C:5]([C:12]([NH:27][CH2:26][CH:23]2[CH2:24][CH2:25][N:20]([CH2:16][CH2:17][CH2:18][CH3:19])[CH2:21][CH2:22]2)=[O:14])=[CH:4][CH:3]=1, predict the reactants needed to synthesize it. The reactants are: [NH2:1][C:2]1[N:7]2[CH:8]=[C:9]([Cl:11])[N:10]=[C:6]2[C:5]([C:12]([OH:14])=O)=[CH:4][C:3]=1Cl.[CH2:16]([N:20]1[CH2:25][CH2:24][CH:23]([CH2:26][NH2:27])[CH2:22][CH2:21]1)[CH2:17][CH2:18][CH3:19]. (3) Given the product [F:11][C:9]([F:10])([F:12])[C:7]1[CH:6]=[C:5]([C:13]([C:22]2[CH:27]=[C:26]([C:28]([F:29])([F:30])[F:31])[CH:25]=[C:24]([C:32]([F:35])([F:34])[F:33])[CH:23]=2)([C@H:14]2[CH2:21][CH2:20][CH2:19][NH:15]2)[OH:17])[CH:4]=[C:3]([C:2]([F:37])([F:36])[F:1])[CH:8]=1, predict the reactants needed to synthesize it. The reactants are: [F:1][C:2]([F:37])([F:36])[C:3]1[CH:4]=[C:5]([C:13]2([C:22]3[CH:27]=[C:26]([C:28]([F:31])([F:30])[F:29])[CH:25]=[C:24]([C:32]([F:35])([F:34])[F:33])[CH:23]=3)[O:17]C(=O)[N:15]3[CH2:19][CH2:20][CH2:21][C@H:14]23)[CH:6]=[C:7]([C:9]([F:12])([F:11])[F:10])[CH:8]=1.CO.[OH-].[K+]. (4) Given the product [F:95][C:96]([F:101])([F:100])[C:97]([OH:99])=[O:98].[NH2:89][CH2:93][CH2:75][CH2:76][CH2:77][CH2:72][C:73]([NH:69][NH:70][C:1](=[O:2])[CH2:4][CH2:5][CH2:6][N:7]([CH3:61])[C@H:8]([C:12]([NH:14][C@H:15]([C:19]([N:21]([C@@H:23]([C@@H:57]([CH3:60])[CH2:58][CH3:59])[C@H:24]([O:55][CH3:56])[CH2:25][C:26]([N:28]1[CH2:32][CH2:31][CH2:30][C@H:29]1[C@H:33]([O:53][CH3:54])[C@@H:34]([CH3:52])[C:35]([NH:37][C@@H:38]([CH2:42][C:43]1[C:51]2[C:46](=[CH:47][CH:48]=[CH:49][CH:50]=2)[NH:45][CH:44]=1)[C:39]([NH2:41])=[O:40])=[O:36])=[O:27])[CH3:22])=[O:20])[CH:16]([CH3:18])[CH3:17])=[O:13])[CH:9]([CH3:11])[CH3:10])=[O:98], predict the reactants needed to synthesize it. The reactants are: [C:1]([CH2:4][CH2:5][CH2:6][N:7]([CH3:61])[C@H:8]([C:12]([NH:14][C@H:15]([C:19]([N:21]([C@@H:23]([C@@H:57]([CH3:60])[CH2:58][CH3:59])[C@H:24]([O:55][CH3:56])[CH2:25][C:26]([N:28]1[CH2:32][CH2:31][CH2:30][C@H:29]1[C@H:33]([O:53][CH3:54])[C@@H:34]([CH3:52])[C:35]([NH:37][C@@H:38]([CH2:42][C:43]1[C:51]2[C:46](=[CH:47][CH:48]=[CH:49][CH:50]=2)[NH:45][CH:44]=1)[C:39]([NH2:41])=[O:40])=[O:36])=[O:27])[CH3:22])=[O:20])[CH:16]([CH3:18])[CH3:17])=[O:13])[CH:9]([CH3:11])[CH3:10])(O)=[O:2].F[P-](F)(F)(F)(F)F.[N:69]1(OC(N(C)C)=[N+](C)C)[C:73]2N=[CH:75][CH:76]=[CH:77][C:72]=2N=[N:70]1.C([N:89]([CH2:93]C)C(C)C)(C)C.[F:95][C:96]([F:101])([F:100])[C:97]([OH:99])=[O:98]. (5) Given the product [Cl:1][C:2]1[CH:3]=[C:4]2[C:9](=[CH:10][C:11]=1[O:12][C:13]1[CH:18]=[CH:17][C:16]([C:19](=[O:31])[NH:20][CH2:21][CH2:22][C:23]3[CH:28]=[CH:27][C:26]([Cl:29])=[CH:25][C:24]=3[Cl:30])=[CH:15][CH:14]=1)[O:8][CH2:7][CH2:6][CH:5]2[C:32]([OH:34])=[O:33], predict the reactants needed to synthesize it. The reactants are: [Cl:1][C:2]1[CH:3]=[C:4]2[C:9](=[CH:10][C:11]=1[O:12][C:13]1[CH:18]=[CH:17][C:16]([C:19](=[O:31])[NH:20][CH2:21][CH2:22][C:23]3[CH:28]=[CH:27][C:26]([Cl:29])=[CH:25][C:24]=3[Cl:30])=[CH:15][CH:14]=1)[O:8][CH2:7][CH2:6][CH:5]2[C:32]([O:34]CC)=[O:33].CCO.[OH-].[Na+].Cl.